This data is from Forward reaction prediction with 1.9M reactions from USPTO patents (1976-2016). The task is: Predict the product of the given reaction. Given the reactants C(OC(=O)CC1C=NC(Cl)=C(C2C=CC(C(F)(F)F)=CC=2CN(C(=O)C)CC2C=CC=CC=2)C=1)C.C([O:38][C:39](=[O:70])[CH2:40][C:41]1[C:42]([Cl:69])=[N:43][CH:44]=[C:45]([C:47]2[CH:52]=[CH:51][C:50]([C:53]([F:56])([F:55])[F:54])=[CH:49][C:48]=2[CH2:57][N:58]([C:66](=[O:68])[CH3:67])[CH2:59][C:60]2[CH:65]=[CH:64][CH:63]=[CH:62][CH:61]=2)[CH:46]=1)C, predict the reaction product. The product is: [C:66]([N:58]([CH2:57][C:48]1[CH:49]=[C:50]([C:53]([F:55])([F:54])[F:56])[CH:51]=[CH:52][C:47]=1[C:45]1[CH:46]=[C:41]([CH2:40][C:39]([OH:70])=[O:38])[C:42]([Cl:69])=[N:43][CH:44]=1)[CH2:59][C:60]1[CH:65]=[CH:64][CH:63]=[CH:62][CH:61]=1)(=[O:68])[CH3:67].